This data is from Catalyst prediction with 721,799 reactions and 888 catalyst types from USPTO. The task is: Predict which catalyst facilitates the given reaction. (1) Reactant: C(O[C:4](=[O:51])[CH2:5][C:6]([C@@H:8]1[CH2:13][CH2:12][CH2:11][N:10]([C:14](=[O:50])[C@@H:15]([NH:17][C:18]([C:20]2[N:24]3[C@:25]([CH3:49])([CH2:37][C:38]4[CH:43]=[CH:42][C:41]([O:44][C:45]([F:48])([F:47])[F:46])=[CH:40][CH:39]=4)[C:26](=[O:36])[N:27]([C:28]4[CH:33]=[C:32]([Cl:34])[CH:31]=[C:30]([Cl:35])[CH:29]=4)[C:23]3=[N:22][CH:21]=2)=[O:19])[CH3:16])[CH2:9]1)=O)C.[NH2:52][NH2:53]. Product: [Cl:34][C:32]1[CH:33]=[C:28]([N:27]2[C:26](=[O:36])[C@@:25]([CH3:49])([CH2:37][C:38]3[CH:39]=[CH:40][C:41]([O:44][C:45]([F:48])([F:47])[F:46])=[CH:42][CH:43]=3)[N:24]3[C:20]([C:18]([NH:17][CH:15]([CH3:16])[C:14]([N:10]4[CH2:11][CH2:12][CH2:13][C@@H:8]([C:6]5[NH:53][N:52]=[C:4]([OH:51])[CH:5]=5)[CH2:9]4)=[O:50])=[O:19])=[CH:21][N:22]=[C:23]23)[CH:29]=[C:30]([Cl:35])[CH:31]=1. The catalyst class is: 8. (2) The catalyst class is: 2. Reactant: C(OC(=O)[NH:7][C:8]1[CH:13]=[C:12]([N:14]([CH3:16])[CH3:15])[C:11]([C:17]([F:20])([F:19])[F:18])=[CH:10][C:9]=1[NH:21][C:22](=[O:38])[CH2:23][C:24](=O)[C:25]1[CH:30]=[CH:29][CH:28]=[C:27]([C:31]2[CH:36]=[N:35][CH:34]=[CH:33][N:32]=2)[CH:26]=1)(C)(C)C.C(O)(C(F)(F)F)=O. Product: [CH3:15][N:14]([CH3:16])[C:12]1[C:11]([C:17]([F:19])([F:20])[F:18])=[CH:10][C:9]2[NH:21][C:22](=[O:38])[CH2:23][C:24]([C:25]3[CH:30]=[CH:29][CH:28]=[C:27]([C:31]4[CH:36]=[N:35][CH:34]=[CH:33][N:32]=4)[CH:26]=3)=[N:7][C:8]=2[CH:13]=1. (3) Reactant: [OH-].[Na+].[I-:3].[Na+].[OH:5][C:6]1[CH:7]=[C:8]([CH:12]=[CH:13][CH:14]=1)[C:9]([OH:11])=[O:10].O. Product: [OH:5][C:6]1[CH:7]=[C:8]([CH:12]=[CH:13][C:14]=1[I:3])[C:9]([OH:11])=[O:10]. The catalyst class is: 5. (4) Reactant: [CH2:1]1[CH:9]2[N:4]([CH2:5][CH:6]=[C:7]([C:10]3[C:18]4[C:13](=[CH:14][N:15]=[CH:16][CH:17]=4)[NH:12][CH:11]=3)[CH2:8]2)[CH2:3][CH2:2]1.[C:19]1([S:29](Cl)(=[O:31])=[O:30])[C:28]2[C:23](=[CH:24][CH:25]=[CH:26][CH:27]=2)[CH:22]=[CH:21][CH:20]=1.C[Si]([N-][Si](C)(C)C)(C)C.[Na+]. Product: [CH2:1]1[CH:9]2[N:4]([CH2:5][CH:6]=[C:7]([C:10]3[C:18]4[C:13](=[CH:14][N:15]=[CH:16][CH:17]=4)[N:12]([S:29]([C:19]4[C:28]5[C:23](=[CH:24][CH:25]=[CH:26][CH:27]=5)[CH:22]=[CH:21][CH:20]=4)(=[O:31])=[O:30])[CH:11]=3)[CH2:8]2)[CH2:3][CH2:2]1. The catalyst class is: 1.